From a dataset of Full USPTO retrosynthesis dataset with 1.9M reactions from patents (1976-2016). Predict the reactants needed to synthesize the given product. (1) Given the product [Br:13][C:11]1[CH:12]=[C:3]([CH2:2][S:15]([CH3:14])(=[O:17])=[O:16])[CH:4]=[C:5]2[C:10]=1[N:9]=[CH:8][CH:7]=[CH:6]2, predict the reactants needed to synthesize it. The reactants are: Br[CH2:2][C:3]1[CH:4]=[C:5]2[C:10](=[C:11]([Br:13])[CH:12]=1)[N:9]=[CH:8][CH:7]=[CH:6]2.[CH3:14][S:15]([O-:17])=[O:16].[Na+]. (2) Given the product [F:46][C:47]1[CH:48]=[C:49]([CH:88]=[CH:89][CH:90]=1)[CH2:50][N:51]1[CH:55]=[C:54]([C:56]2[C:64]3[C:59](=[N:60][CH:61]=[C:62]([C:65]4[CH:66]=[N:67][C:68]([N:71]5[CH2:72][CH2:73][N:74]([CH3:77])[CH2:75][CH2:76]5)=[CH:69][CH:70]=4)[CH:63]=3)[NH:58][CH:57]=2)[CH:53]=[N:52]1, predict the reactants needed to synthesize it. The reactants are: Cl.FC1C=C(C=CC=1)CN1C=C(C2C3C(=NC=C(C4C=CC(C5CCNCC5)=CC=4)C=3)N(S(C3C=CC(C)=CC=3)(=O)=O)C=2)C=N1.[F:46][C:47]1[CH:48]=[C:49]([CH:88]=[CH:89][CH:90]=1)[CH2:50][N:51]1[CH:55]=[C:54]([C:56]2[C:64]3[C:59](=[N:60][CH:61]=[C:62]([C:65]4[CH:66]=[N:67][C:68]([N:71]5[CH2:76][CH2:75][N:74]([CH3:77])[CH2:73][CH2:72]5)=[CH:69][CH:70]=4)[CH:63]=3)[N:58](S(C3C=CC(C)=CC=3)(=O)=O)[CH:57]=2)[CH:53]=[N:52]1.[OH-].[Li+].